From a dataset of Full USPTO retrosynthesis dataset with 1.9M reactions from patents (1976-2016). Predict the reactants needed to synthesize the given product. (1) The reactants are: [CH3:1][O:2][C:3]1[CH:4]=[CH:5][C:6]([NH:11][C:12]2[C:13]3[N:14]([CH:37]=[CH:38][N:39]=3)[N:15]=[C:16]([N:18]3[CH2:23][CH2:22][CH2:21][CH:20]([NH:24][C:25]([C:27]4[CH:36]=[CH:35][C:30]([C:31]([O:33]C)=[O:32])=[CH:29][CH:28]=4)=[O:26])[CH2:19]3)[CH:17]=2)=[N:7][C:8]=1[O:9][CH3:10].[OH-].[Na+]. Given the product [CH3:1][O:2][C:3]1[CH:4]=[CH:5][C:6]([NH:11][C:12]2[C:13]3[N:14]([CH:37]=[CH:38][N:39]=3)[N:15]=[C:16]([N:18]3[CH2:23][CH2:22][CH2:21][CH:20]([NH:24][C:25]([C:27]4[CH:36]=[CH:35][C:30]([C:31]([OH:33])=[O:32])=[CH:29][CH:28]=4)=[O:26])[CH2:19]3)[CH:17]=2)=[N:7][C:8]=1[O:9][CH3:10], predict the reactants needed to synthesize it. (2) Given the product [CH3:1][O:2][C:3]([C:5]1([C:11]2[CH:16]=[CH:15][CH:14]=[CH:13][CH:12]=2)[CH2:6][CH2:7][N:8]([CH2:19][CH2:20][CH2:21][NH2:22])[CH2:9][CH2:10]1)=[O:4], predict the reactants needed to synthesize it. The reactants are: [CH3:1][O:2][C:3]([C:5]1([C:11]2[CH:16]=[CH:15][CH:14]=[CH:13][CH:12]=2)[CH2:10][CH2:9][NH:8][CH2:7][CH2:6]1)=[O:4].Br.Br[CH2:19][CH2:20][CH2:21][NH2:22].C(=O)([O-])[O-].[K+].[K+]. (3) Given the product [ClH:24].[Cl:24][C:23]1[CH:22]=[C:21]2[C:16]([CH:17]=[CH:18][N:19]=[CH:20]2)=[CH:15][C:14]=1[S:13][C@H:10]1[CH2:11][CH2:12][NH:8][CH2:9]1, predict the reactants needed to synthesize it. The reactants are: C(OC([N:8]1[CH2:12][CH2:11][C@H:10]([S:13][C:14]2[CH:15]=[C:16]3[C:21](=[CH:22][C:23]=2[Cl:24])[CH:20]=[N:19][CH:18]=[CH:17]3)[CH2:9]1)=O)(C)(C)C.